From a dataset of Forward reaction prediction with 1.9M reactions from USPTO patents (1976-2016). Predict the product of the given reaction. (1) The product is: [C:1]([C:3]([C:27]1[CH:31]=[C:30]([C:34]#[N:35])[S:29][C:28]=1[Br:33])([CH:24]([CH3:26])[CH3:25])[CH2:4][CH2:5][CH2:6][N:7]1[CH2:8][CH2:9][N:10]([CH2:13][CH2:14][O:15][C:16]2[CH:21]=[CH:20][CH:19]=[C:18]([C:22]#[N:23])[CH:17]=2)[CH2:11][CH2:12]1)#[N:2]. Given the reactants [C:1]([C:3]([C:27]1[CH:31]=[C:30](Br)[S:29][C:28]=1[Br:33])([CH:24]([CH3:26])[CH3:25])[CH2:4][CH2:5][CH2:6][N:7]1[CH2:12][CH2:11][N:10]([CH2:13][CH2:14][O:15][C:16]2[CH:21]=[CH:20][CH:19]=[C:18]([C:22]#[N:23])[CH:17]=2)[CH2:9][CH2:8]1)#[N:2].[CH3:34][N:35](C)C=O.O.N, predict the reaction product. (2) Given the reactants [NH2:1][C:2]1[C:7]([C:8]2[N:17]([C:18]3[CH:23]=[CH:22][C:21]([C:24]4([NH:28][C:29](=[O:35])[O:30][C:31]([CH3:34])([CH3:33])[CH3:32])[CH2:27][CH2:26][CH2:25]4)=[CH:20][CH:19]=3)[C:11]3=[N:12][C:13](Cl)=[CH:14][CH:15]=[C:10]3[N:9]=2)=[CH:6][CH:5]=[CH:4][N:3]=1.CC1(C)C(C)(C)OB([C:44]2[CH:45]=[C:46]([NH:50][C:51]([CH:53]3[CH2:58][CH2:57][O:56][CH2:55][CH2:54]3)=[O:52])[CH:47]=[CH:48][CH:49]=2)O1.P([O-])([O-])([O-])=O.[K+].[K+].[K+], predict the reaction product. The product is: [NH2:1][C:2]1[C:7]([C:8]2[N:17]([C:18]3[CH:23]=[CH:22][C:21]([C:24]4([NH:28][C:29](=[O:35])[O:30][C:31]([CH3:34])([CH3:33])[CH3:32])[CH2:27][CH2:26][CH2:25]4)=[CH:20][CH:19]=3)[C:11]3=[N:12][C:13]([C:44]4[CH:49]=[CH:48][CH:47]=[C:46]([NH:50][C:51]([CH:53]5[CH2:54][CH2:55][O:56][CH2:57][CH2:58]5)=[O:52])[CH:45]=4)=[CH:14][CH:15]=[C:10]3[N:9]=2)=[CH:6][CH:5]=[CH:4][N:3]=1. (3) The product is: [F:34][C:31]1[CH:30]=[CH:29][C:28]([C:27]([NH:26][C:22]2[C:21]([CH3:36])=[C:20]([C:7]3[C:8]4[C:9]5[C:14](=[CH:13][C:12]([C:17]([NH2:41])=[O:18])=[CH:11][CH:10]=5)[NH:15][C:16]=4[C:4]([C:1]([NH2:2])=[O:3])=[CH:5][CH:6]=3)[CH:25]=[CH:24][CH:23]=2)=[O:35])=[CH:33][CH:32]=1. Given the reactants [C:1]([C:4]1[CH:5]=[CH:6][C:7]([C:20]2[CH:25]=[CH:24][CH:23]=[C:22]([NH:26][C:27](=[O:35])[C:28]3[CH:33]=[CH:32][C:31]([F:34])=[CH:30][CH:29]=3)[C:21]=2[CH3:36])=[C:8]2[C:16]=1[NH:15][C:14]1[CH:13]=[C:12]([C:17](O)=[O:18])[CH:11]=[CH:10][C:9]2=1)(=[O:3])[NH2:2].C1C=[N:41]C2N(O)N=NC=2C=1.[OH-].[NH4+].C(Cl)CCl, predict the reaction product. (4) Given the reactants CO[CH:3](OC)[CH2:4][O:5][C:6]1[CH:11]=[CH:10][C:9]([I:12])=[CH:8][C:7]=1[CH3:13], predict the reaction product. The product is: [I:12][C:9]1[CH:8]=[C:7]([CH3:13])[C:6]2[O:5][CH:4]=[CH:3][C:11]=2[CH:10]=1. (5) Given the reactants [Cl:1][C:2]1[CH:3]=[N:4][N:5]([C:7]2[CH:28]=[CH:27][C:10]([O:11][CH2:12][C@@H:13]3[C@@H:18]([NH:19]C(=O)OC(C)(C)C)[CH2:17][CH2:16][O:15][CH2:14]3)=[CH:9][CH:8]=2)[CH:6]=1.Cl.CCOC(C)=O, predict the reaction product. The product is: [ClH:1].[Cl:1][C:2]1[CH:3]=[N:4][N:5]([C:7]2[CH:28]=[CH:27][C:10]([O:11][CH2:12][C@@H:13]3[C@@H:18]([NH2:19])[CH2:17][CH2:16][O:15][CH2:14]3)=[CH:9][CH:8]=2)[CH:6]=1. (6) The product is: [Cl:29][C:23](=[O:25])[CH2:22][CH2:21][C:14]1[CH:13]=[CH:12][C:11]([C:8]2[CH:9]=[CH:10][C:5]([C:3]([O:2][CH3:1])=[O:4])=[CH:6][CH:7]=2)=[C:20]2[C:15]=1[CH:16]=[CH:17][CH:18]=[N:19]2. Given the reactants [CH3:1][O:2][C:3]([C:5]1[CH:10]=[CH:9][C:8]([C:11]2[CH:12]=[CH:13][C:14]([CH2:21][CH2:22][C:23]([OH:25])=O)=[C:15]3[C:20]=2[N:19]=[CH:18][CH:17]=[CH:16]3)=[CH:7][CH:6]=1)=[O:4].C(Cl)(=O)C([Cl:29])=O.C1(C)C=CC=CC=1, predict the reaction product. (7) Given the reactants Cl.[Cl:2][C:3]1[CH:8]=[CH:7][C:6]([C:9]2[S:10][CH:11]=[C:12]([CH2:14][NH2:15])[N:13]=2)=[CH:5][CH:4]=1.[F:16][C:17]([F:32])([F:31])[C:18]1[CH:19]=[C:20]([CH:24]=[C:25]([C:27]([F:30])([F:29])[F:28])[CH:26]=1)[C:21](Cl)=[O:22].C(N(CC)CC)C, predict the reaction product. The product is: [Cl:2][C:3]1[CH:4]=[CH:5][C:6]([C:9]2[S:10][CH:11]=[C:12]([CH2:14][NH:15][C:21](=[O:22])[C:20]3[CH:24]=[C:25]([C:27]([F:28])([F:29])[F:30])[CH:26]=[C:18]([C:17]([F:16])([F:31])[F:32])[CH:19]=3)[N:13]=2)=[CH:7][CH:8]=1. (8) Given the reactants [CH:1]1[CH:5]=[C:4]([C:6]([CH2:8][CH2:9][CH2:10]Cl)=[O:7])[S:3][CH:2]=1.[N-:12]=[N+:13]=[N-:14].[Na+], predict the reaction product. The product is: [N:12]([CH2:10][CH2:9][CH2:8][C:6]([C:4]1[S:3][CH:2]=[CH:1][CH:5]=1)=[O:7])=[N+:13]=[N-:14].